Task: Regression/Classification. Given a drug SMILES string, predict its absorption, distribution, metabolism, or excretion properties. Task type varies by dataset: regression for continuous measurements (e.g., permeability, clearance, half-life) or binary classification for categorical outcomes (e.g., BBB penetration, CYP inhibition). Dataset: hlm.. Dataset: Human liver microsome stability data (1) The drug is CNC(=O)[C@@H](NC(=O)c1csc(-c2ccc(CSc3nc(O)c4c(n3)CCC4)nc2)n1)C(C)C. The result is 0 (unstable in human liver microsomes). (2) The molecule is CCc1nc(N)nc(N)c1-c1ccc2c(c1)N(CCNC(C)=O)C(=O)[C@@](C)(c1ccccc1)O2. The result is 0 (unstable in human liver microsomes). (3) The drug is NCC1(c2cccs2)CCCCC1. The result is 0 (unstable in human liver microsomes). (4) The compound is O=C(NNS(=O)(=O)c1ccccc1F)c1cc(F)cc(-n2cccn2)c1. The result is 0 (unstable in human liver microsomes). (5) The molecule is N[C@@H](CC(=O)N1CCC[C@H]1c1noc(C2(C(F)(F)F)CC2)n1)Cc1cc(F)c(F)cc1F. The result is 0 (unstable in human liver microsomes). (6) The molecule is CC(C)(O)CCn1c(Cn2c(=O)n(C3CC3)c3ccncc32)nc2ccccc21. The result is 1 (stable in human liver microsomes). (7) The drug is CS(=O)(=O)c1cccc(-c2cccc(-c3ccnc4c(C(F)(F)F)cccc34)c2)c1. The result is 0 (unstable in human liver microsomes).